From a dataset of Catalyst prediction with 721,799 reactions and 888 catalyst types from USPTO. Predict which catalyst facilitates the given reaction. (1) Reactant: [N+:1]([C:4]1[CH:12]=[CH:11][CH:10]=[CH:9][C:5]=1[C:6](Cl)=[O:7])([O-:3])=[O:2].[NH2:13][C:14]1[CH:19]=[CH:18][C:17]([Br:20])=[CH:16][N:15]=1.N1C=CC=CC=1. Product: [Br:20][C:17]1[CH:18]=[CH:19][C:14]([NH:13][C:6]([C:5]2[CH:9]=[CH:10][CH:11]=[CH:12][C:4]=2[N+:1]([O-:3])=[O:2])=[O:7])=[N:15][CH:16]=1. The catalyst class is: 2. (2) Reactant: C[O:2][C:3](=[O:12])[CH2:4][C@@H:5]([C:10]#[N:11])[CH2:6][CH:7]([CH3:9])[CH3:8].[OH-].[K+]. Product: [CH3:9][CH:7]([CH2:6][C@H:5]([CH2:10][NH2:11])[CH2:4][C:3]([OH:12])=[O:2])[CH3:8]. The catalyst class is: 94. (3) Product: [CH3:27][O:26][C:24]([N:16]1[C:17]2[CH2:18][CH:19]3[N:11]([S:8]([C:5]4[CH:4]=[CH:3][C:2]([Cl:1])=[CH:7][CH:6]=4)(=[O:9])=[O:10])[CH:12]([CH2:22][N:21]([C:24]([O:26][CH3:27])=[O:25])[CH2:20]3)[C:13]=2[CH:14]=[N:15]1)=[O:25]. Reactant: [Cl:1][C:2]1[CH:7]=[CH:6][C:5]([S:8]([N:11]2[CH:19]3[CH2:20][NH:21][CH2:22][CH:12]2[C:13]2[CH:14]=[N:15][NH:16][C:17]=2[CH2:18]3)(=[O:10])=[O:9])=[CH:4][CH:3]=1.Cl[C:24]([O:26][CH3:27])=[O:25]. The catalyst class is: 298. (4) Reactant: [Li]CCCC.[Si:6]([O:13][CH2:14][CH2:15][O:16][C:17]1[S:18][CH:19]=[CH:20][N:21]=1)([C:9]([CH3:12])([CH3:11])[CH3:10])([CH3:8])[CH3:7].CN([CH:25]=[O:26])C.O. Product: [C:9]([Si:6]([CH3:7])([CH3:8])[O:13][CH2:14][CH2:15][O:16][C:17]1[S:18][C:19]([CH:25]=[O:26])=[CH:20][N:21]=1)([CH3:12])([CH3:10])[CH3:11]. The catalyst class is: 1.